From a dataset of Reaction yield outcomes from USPTO patents with 853,638 reactions. Predict the reaction yield, written as a fraction of the theoretical maximum amount of product (1.0 means a 100% yield; for example, 0.34 means a 34% yield). (1) The reactants are C([O:3][C:4]([C:6]1[S:7][CH:8]=[C:9]([C:11]2[C:19]3[C:14](=[N:15][CH:16]=[C:17]([CH2:20][CH:21]([CH3:23])[CH3:22])[CH:18]=3)[N:13](S(C3C=CC=CC=3)(=O)=O)[CH:12]=2)[N:10]=1)=[O:5])C.[OH-].[Na+]. The catalyst is CCO. The product is [CH2:20]([C:17]1[CH:18]=[C:19]2[C:11]([C:9]3[N:10]=[C:6]([C:4]([OH:5])=[O:3])[S:7][CH:8]=3)=[CH:12][NH:13][C:14]2=[N:15][CH:16]=1)[CH:21]([CH3:23])[CH3:22]. The yield is 0.900. (2) The catalyst is ClCCl.C(#N)C. The product is [CH2:13]([O:17][C:18]([C@@H:20]1[CH2:25][CH2:24][CH2:23][N:22]([C:26](=[O:64])[C@@H:27]([NH:43][C:44](=[O:63])[C@@H:45]([NH:55][C:56](=[O:57])[C@H:99]([CH3:100])[C@H:98]([O:97][CH3:96])[C@@H:104]([CH3:112])[C@@H:105]([O:110][CH3:111])/[CH:106]=[CH:107]\[CH:108]=[CH2:109])[CH2:46][C:47]2[CH:52]=[CH:51][C:50]([O:53][CH3:54])=[CH:49][CH:48]=2)[CH2:28][C:29]2[CH:34]=[CH:33][CH:32]=[C:31]([O:35][Si:36]([C:39]([CH3:42])([CH3:41])[CH3:40])([CH3:38])[CH3:37])[CH:30]=2)[NH:21]1)=[O:19])[CH2:14][CH:15]=[CH2:16]. The reactants are C[Si](OS(C(F)(F)F)(=O)=O)(C)C.[CH2:13]([O:17][C:18]([C@@H:20]1[CH2:25][CH2:24][CH2:23][N:22]([C:26](=[O:64])[C@@H:27]([NH:43][C:44](=[O:63])[C@@H:45]([NH:55][C:56](OC(C)(C)C)=[O:57])[CH2:46][C:47]2[CH:52]=[CH:51][C:50]([O:53][CH3:54])=[CH:49][CH:48]=2)[CH2:28][C:29]2[CH:34]=[CH:33][CH:32]=[C:31]([O:35][Si:36]([C:39]([CH3:42])([CH3:41])[CH3:40])([CH3:38])[CH3:37])[CH:30]=2)[NH:21]1)=[O:19])[CH2:14][CH:15]=[CH2:16].C(N(CC)C(C)C)(C)C.ON1C2C=CC=CC=2N=N1.CCN=C=NCCCN(C)C.Cl.[CH3:96][O:97][C@H:98]([C@@H:104]([CH3:112])[C@@H:105]([O:110][CH3:111])/[CH:106]=[CH:107]/[CH:108]=[CH2:109])[C@@H:99](C)[C:100](O)=O. The yield is 0.640. (3) The reactants are [F:1][B-](F)(F)F.N#[O+].N[C:9]1[CH:10]=[C:11]([CH:15]=[C:16]([N+:18]([O-:20])=[O:19])[CH:17]=1)[C:12]([OH:14])=[O:13].ClC1C=CC=CC=1Cl. The catalyst is C(#N)C. The product is [F:1][C:9]1[CH:10]=[C:11]([CH:15]=[C:16]([N+:18]([O-:20])=[O:19])[CH:17]=1)[C:12]([OH:14])=[O:13]. The yield is 0.640. (4) The reactants are [CH3:1][O:2][C:3](=[O:12])[C:4]1[CH:9]=[C:8]([OH:10])[CH:7]=[CH:6][C:5]=1[OH:11].N1C=CN=C1.[Si:18](Cl)([C:21]([CH3:24])([CH3:23])[CH3:22])([CH3:20])[CH3:19]. The catalyst is C(Cl)Cl. The product is [CH3:1][O:2][C:3](=[O:12])[C:4]1[CH:9]=[C:8]([O:10][Si:18]([C:21]([CH3:24])([CH3:23])[CH3:22])([CH3:20])[CH3:19])[CH:7]=[CH:6][C:5]=1[OH:11]. The yield is 0.950. (5) The reactants are [Cl:1][C:2]1[CH:7]=[CH:6][C:5]([C:8](=[O:13])[CH2:9][C:10](=[O:12])[CH3:11])=[CH:4][CH:3]=1.[H-].[Na+].Br[CH2:17][C:18]([O:20][CH3:21])=[O:19]. The catalyst is CS(C)=O. The product is [Cl:1][C:2]1[CH:3]=[CH:4][C:5]([C:8]([CH:9]([C:10](=[O:12])[CH3:11])[CH2:17][C:18]([O:20][CH3:21])=[O:19])=[O:13])=[CH:6][CH:7]=1. The yield is 0.567. (6) The reactants are C[O:2][C:3](=[O:34])[CH:4]([O:29][CH2:30][CH2:31][O:32][CH3:33])[CH2:5][C:6]1[CH:11]=[CH:10][C:9]([O:12][CH2:13][CH2:14][C:15]2[CH:20]=[CH:19][C:18]([NH:21][C:22]([O:24][C:25]([CH3:28])([CH3:27])[CH3:26])=[O:23])=[CH:17][CH:16]=2)=[CH:8][CH:7]=1.[OH-].[Li+]. The catalyst is O1CCCC1.O.O. The product is [C:25]([O:24][C:22]([NH:21][C:18]1[CH:17]=[CH:16][C:15]([CH2:14][CH2:13][O:12][C:9]2[CH:8]=[CH:7][C:6]([CH2:5][CH:4]([O:29][CH2:30][CH2:31][O:32][CH3:33])[C:3]([OH:34])=[O:2])=[CH:11][CH:10]=2)=[CH:20][CH:19]=1)=[O:23])([CH3:26])([CH3:27])[CH3:28]. The yield is 0.920.